This data is from Catalyst prediction with 721,799 reactions and 888 catalyst types from USPTO. The task is: Predict which catalyst facilitates the given reaction. (1) Reactant: [N:1]1[C:5]2[CH:6]=[CH:7][CH:8]=[CH:9][C:4]=2[NH:3][C:2]=1[CH2:10][C:11]#[N:12].[C:13]([CH:21]([CH2:27][CH3:28])[C:22](OCC)=[O:23])(=O)[C:14]1[CH:19]=[CH:18][CH:17]=[CH:16][CH:15]=1.C([O-])(=O)C.[NH4+]. Product: [CH2:27]([C:21]1[C:22](=[O:23])[N:3]2[C:2]([NH:1][C:5]3[CH:6]=[CH:7][CH:8]=[CH:9][C:4]=32)=[C:10]([C:11]#[N:12])[C:13]=1[C:14]1[CH:19]=[CH:18][CH:17]=[CH:16][CH:15]=1)[CH3:28]. The catalyst class is: 6. (2) Reactant: [Br:1][C:2]1[C:3]([F:10])=[C:4]([OH:9])[C:5]([Cl:8])=[CH:6][CH:7]=1.CI.[C:13](=O)([O-])[O-].[K+].[K+]. Product: [Br:1][C:2]1[CH:7]=[CH:6][C:5]([Cl:8])=[C:4]([O:9][CH3:13])[C:3]=1[F:10]. The catalyst class is: 47.